This data is from Retrosynthesis with 50K atom-mapped reactions and 10 reaction types from USPTO. The task is: Predict the reactants needed to synthesize the given product. (1) Given the product COc1cc(C(F)(F)F)ccc1-c1ncnc(Nc2cccc(CS(N)(=O)=O)c2)n1, predict the reactants needed to synthesize it. The reactants are: COc1cc(C(F)(F)F)ccc1B(O)O.NS(=O)(=O)Cc1cccc(Nc2ncnc(Cl)n2)c1. (2) Given the product O=Cc1c(O)cccc1F, predict the reactants needed to synthesize it. The reactants are: COc1cccc(F)c1C=O. (3) Given the product COC(=O)c1cc(-c2ccc(C#N)cn2)n(-c2ccc(Cl)nn2)n1, predict the reactants needed to synthesize it. The reactants are: COC(=O)C(=O)CC(=O)c1ccc(C#N)cn1.NNc1ccc(Cl)nn1. (4) Given the product C#C[C@H]1CC[C@@H](C#N)N1C(=O)CNC1CCCC1, predict the reactants needed to synthesize it. The reactants are: C#C[C@H]1CC[C@@H](C#N)N1C(=O)CCl.NC1CCCC1.